From a dataset of Forward reaction prediction with 1.9M reactions from USPTO patents (1976-2016). Predict the product of the given reaction. (1) Given the reactants [C:1]([O:5][C:6]([N:8]1[CH2:13][CH2:12][N:11]([C:14]2[CH:19]=[CH:18][N:17]=[CH:16][C:15]=2[N+:20]([O-])=O)[CH2:10][CH2:9]1)=[O:7])([CH3:4])([CH3:3])[CH3:2], predict the reaction product. The product is: [C:1]([O:5][C:6]([N:8]1[CH2:9][CH2:10][N:11]([C:14]2[CH:19]=[CH:18][N:17]=[CH:16][C:15]=2[NH2:20])[CH2:12][CH2:13]1)=[O:7])([CH3:4])([CH3:2])[CH3:3]. (2) Given the reactants [CH3:1][O:2][C:3]1[CH:20]=[CH:19][C:6]([CH2:7][NH:8][C:9]2[CH:10]=[C:11]3[C:16](=[CH:17][CH:18]=2)[CH2:15][NH:14][CH2:13][CH2:12]3)=[CH:5][CH:4]=1.C(O[C:24]1(O[Si](C)(C)C)[CH2:26][CH2:25]1)C.CC(O)=O.[BH3-]C#N.[Na+], predict the reaction product. The product is: [CH:24]1([N:14]2[CH2:13][CH2:12][C:11]3[C:16](=[CH:17][CH:18]=[C:9]([NH:8][CH2:7][C:6]4[CH:5]=[CH:4][C:3]([O:2][CH3:1])=[CH:20][CH:19]=4)[CH:10]=3)[CH2:15]2)[CH2:26][CH2:25]1. (3) Given the reactants [CH3:1][O:2][C:3]1[S:4][C:5]2[CH2:6][N:7](C(OC(C)(C)C)=O)[CH2:8][CH2:9][C:10]=2[N:11]=1.[F:19][C:20]([F:25])([F:24])[C:21]([OH:23])=[O:22], predict the reaction product. The product is: [F:19][C:20]([F:25])([F:24])[C:21]([OH:23])=[O:22].[CH3:1][O:2][C:3]1[S:4][C:5]2[CH2:6][NH:7][CH2:8][CH2:9][C:10]=2[N:11]=1. (4) The product is: [ClH:40].[Cl:40][C:29]1[CH:28]=[C:27]([NH:26][C:24]2[C:25]3[N:17]([CH2:16][CH2:15][O:14][CH2:13][CH2:12][OH:11])[CH:18]=[CH:19][C:20]=3[N:21]=[CH:22][N:23]=2)[CH:32]=[CH:31][C:30]=1[O:33][CH:34]1[CH2:35][CH2:36][N:37]([C:62]([NH:61][C:55]2[C:56]([F:60])=[CH:57][CH:58]=[CH:59][C:54]=2[F:53])=[O:63])[CH2:38][CH2:39]1. Given the reactants Cl.Cl.C([O:11][CH2:12][CH2:13][O:14][CH2:15][CH2:16][N:17]1[C:25]2[C:24]([NH:26][C:27]3[CH:32]=[CH:31][C:30]([O:33][CH:34]4[CH2:39][CH2:38][NH:37][CH2:36][CH2:35]4)=[C:29]([Cl:40])[CH:28]=3)=[N:23][CH:22]=[N:21][C:20]=2[CH:19]=[CH:18]1)(=O)C1C=CC=CC=1.C(=O)([O-])[O-].[Na+].[Na+].C(OCC)(=O)C.[F:53][C:54]1[CH:59]=[CH:58][CH:57]=[C:56]([F:60])[C:55]=1[N:61]=[C:62]=[O:63], predict the reaction product. (5) Given the reactants Cl[C:2]1[N:10]=[C:9]([C:11]([F:14])([F:13])[F:12])[CH:8]=[CH:7][C:3]=1[C:4]([OH:6])=[O:5].[NH3:15].Cl, predict the reaction product. The product is: [NH2:15][C:2]1[N:10]=[C:9]([C:11]([F:14])([F:13])[F:12])[CH:8]=[CH:7][C:3]=1[C:4]([OH:6])=[O:5]. (6) The product is: [C:2]([N+:6]([O-:7])=[CH:19][C:18]1[CH:21]=[CH:22][CH:23]=[CH:24][C:17]=1[S:14]([N:8]1[CH2:13][CH2:12][CH2:11][CH2:10][CH2:9]1)(=[O:15])=[O:16])([CH3:5])([CH3:4])[CH3:3]. Given the reactants Cl.[C:2]([NH:6][OH:7])([CH3:5])([CH3:4])[CH3:3].[N:8]1([S:14]([C:17]2[CH:24]=[CH:23][CH:22]=[CH:21][C:18]=2[CH:19]=O)(=[O:16])=[O:15])[CH2:13][CH2:12][CH2:11][CH2:10][CH2:9]1, predict the reaction product.